From a dataset of Forward reaction prediction with 1.9M reactions from USPTO patents (1976-2016). Predict the product of the given reaction. (1) The product is: [CH2:30]([O:29][C:27]([N:24]1[CH2:25][CH2:26][N:21]([C:19]([C:11]2[N:10]=[CH:9][N:8]([C@@H:3]3[CH2:4][CH2:5][CH2:6][CH2:7][C@@:2]3([OH:1])[CH2:50][O:51][CH3:52])[C:12]=2[C:13]2[CH:14]=[CH:15][CH:16]=[CH:17][CH:18]=2)=[O:20])[C@H:22]([CH2:37][CH2:38][O:39][C:40]2[CH:41]=[CH:42][C:43]([C:46]([OH:48])=[O:47])=[CH:44][CH:45]=2)[CH2:23]1)=[O:28])[C:31]1[CH:36]=[CH:35][CH:34]=[CH:33][CH:32]=1. Given the reactants [OH:1][C@@:2]1([CH2:50][O:51][CH3:52])[CH2:7][CH2:6][CH2:5][CH2:4][C@H:3]1[N:8]1[C:12]([C:13]2[CH:18]=[CH:17][CH:16]=[CH:15][CH:14]=2)=[C:11]([C:19]([N:21]2[CH2:26][CH2:25][N:24]([C:27]([O:29][CH2:30][C:31]3[CH:36]=[CH:35][CH:34]=[CH:33][CH:32]=3)=[O:28])[CH2:23][C@H:22]2[CH2:37][CH2:38][O:39][C:40]2[CH:45]=[CH:44][C:43]([C:46]([O:48]C)=[O:47])=[CH:42][CH:41]=2)=[O:20])[N:10]=[CH:9]1.[OH-].[Na+].Cl, predict the reaction product. (2) Given the reactants Cl[C:2]1[N:3]=[CH:4][C:5]2[N:14]([CH3:15])[C:13](=[O:16])[CH:12]3[CH:8]([CH2:9][CH2:10][CH2:11]3)[N:7]([CH:17]3[CH2:21][CH2:20][CH2:19][CH2:18]3)[C:6]=2[N:22]=1.[NH2:23][C:24]1[CH:32]=[CH:31][C:27]([C:28]([OH:30])=[O:29])=[CH:26][C:25]=1[O:33][CH3:34].Cl.[OH-].[Na+], predict the reaction product. The product is: [CH:17]1([N:7]2[C:6]3[N:22]=[C:2]([NH:23][C:24]4[CH:32]=[CH:31][C:27]([C:28]([OH:30])=[O:29])=[CH:26][C:25]=4[O:33][CH3:34])[N:3]=[CH:4][C:5]=3[N:14]([CH3:15])[C:13](=[O:16])[CH:12]3[CH:8]2[CH2:9][CH2:10][CH2:11]3)[CH2:21][CH2:20][CH2:19][CH2:18]1. (3) Given the reactants [C:1]1([CH2:7][C:8](CC2CCCCC=2)=O)[CH2:6][CH2:5][CH2:4][CH2:3][CH:2]=1.[F:17][C:18]([F:25])([F:24])[C:19]([O:21]CC)=O.C[O-:27].[Na+].Cl, predict the reaction product. The product is: [F:25][C:18]([F:17])([F:24])[C:19](=[O:21])[CH2:8][C:7]([C:1]1[CH2:6][CH2:5][CH2:4][CH2:3][CH:2]=1)=[O:27]. (4) Given the reactants [CH:1]([N:4]1[C:9](=[O:10])[CH:8]=[CH:7][C:6]([CH2:11][C:12](=[O:19])[C:13]2[CH:18]=[CH:17][CH:16]=[CH:15][CH:14]=2)=[N:5]1)([CH3:3])[CH3:2].S(Cl)([Cl:23])(=O)=O.O.CCOC(C)=O, predict the reaction product. The product is: [Cl:23][CH:11]([C:6]1[CH:7]=[CH:8][C:9](=[O:10])[N:4]([CH:1]([CH3:3])[CH3:2])[N:5]=1)[C:12](=[O:19])[C:13]1[CH:14]=[CH:15][CH:16]=[CH:17][CH:18]=1. (5) Given the reactants CN(C)CCCN=C=NCC.[Cl:12][C:13]1[CH:14]=[C:15](/[CH:29]=[CH:30]/[C:31]([OH:33])=O)[CH:16]=[N:17][C:18]=1[NH:19][CH2:20][CH2:21][O:22][C:23]1[CH:28]=[CH:27][CH:26]=[CH:25][CH:24]=1.[O:34]1[CH2:39][CH2:38][CH2:37][CH2:36][CH:35]1[O:40][NH2:41].C1C=CC2N(O)N=NC=2C=1, predict the reaction product. The product is: [Cl:12][C:13]1[CH:14]=[C:15](/[CH:29]=[CH:30]/[C:31]([NH:41][O:40][CH:35]2[CH2:36][CH2:37][CH2:38][CH2:39][O:34]2)=[O:33])[CH:16]=[N:17][C:18]=1[NH:19][CH2:20][CH2:21][O:22][C:23]1[CH:24]=[CH:25][CH:26]=[CH:27][CH:28]=1. (6) Given the reactants [NH2:1][C:2]1[C:7]2=[C:8]([C:14]3[S:15][C:16]4[C:22]([O:23][CH3:24])=[CH:21][C:20]([CH3:25])=[CH:19][C:17]=4[CH:18]=3)[C:9]([C:11](O)=[O:12])=[CH:10][N:6]2[N:5]=[CH:4][N:3]=1.C[N:27](C(ON1N=NC2C=CC=CC1=2)=[N+](C)C)C.[B-](F)(F)(F)F.CCN(C(C)C)C(C)C.N.CO, predict the reaction product. The product is: [NH2:1][C:2]1[C:7]2=[C:8]([C:14]3[S:15][C:16]4[C:22]([O:23][CH3:24])=[CH:21][C:20]([CH3:25])=[CH:19][C:17]=4[CH:18]=3)[C:9]([C:11]([NH2:27])=[O:12])=[CH:10][N:6]2[N:5]=[CH:4][N:3]=1. (7) The product is: [CH3:11][CH2:10][CH2:9][CH2:8][CH:7]([C:6]([OH:5])=[O:17])[CH2:12][CH3:13]. Given the reactants C([O:5][CH2:6][CH:7]([CH2:12][CH3:13])[CH2:8][CH2:9][CH2:10][CH3:11])(=O)C=C.C(O)(=[O:17])C=C.C(OCCCCCC(C)C)(=O)CS, predict the reaction product.